This data is from Reaction yield outcomes from USPTO patents with 853,638 reactions. The task is: Predict the reaction yield, written as a fraction of the theoretical maximum amount of product (1.0 means a 100% yield; for example, 0.34 means a 34% yield). (1) The reactants are Br[C:2]1[CH:7]=[CH:6][N:5]=[C:4]2[N:8]([Si:11]([CH:18]([CH3:20])[CH3:19])([CH:15]([CH3:17])[CH3:16])[CH:12]([CH3:14])[CH3:13])[CH:9]=[CH:10][C:3]=12.C([Li])(C)(C)C.C1C=CC(S(N(S(C2C=CC=CC=2)(=O)=O)[F:36])(=O)=O)=CC=1.[Cl-].[NH4+]. The catalyst is O.C1COCC1. The product is [F:36][C:2]1[CH:7]=[CH:6][N:5]=[C:4]2[N:8]([Si:11]([CH:18]([CH3:20])[CH3:19])([CH:15]([CH3:17])[CH3:16])[CH:12]([CH3:14])[CH3:13])[CH:9]=[CH:10][C:3]=12. The yield is 0.840. (2) The reactants are C(OC([N:8]1[CH2:34][CH2:33][C:11]2([CH2:14][N:13]([C@H:15]3[C:23]4[C:18](=[CH:19][C:20]([C:24]5[CH:29]=[CH:28][C:27]([C:30](=[O:32])[NH2:31])=[CH:26][CH:25]=5)=[CH:21][CH:22]=4)[CH2:17][CH2:16]3)[CH2:12]2)[CH2:10][CH2:9]1)=O)(C)(C)C.[ClH:35]. The catalyst is CCOC(C)=O.O1CCOCC1. The product is [ClH:35].[CH2:14]1[C:11]2([CH2:10][CH2:9][NH:8][CH2:34][CH2:33]2)[CH2:12][N:13]1[C@H:15]1[C:23]2[C:18](=[CH:19][C:20]([C:24]3[CH:25]=[CH:26][C:27]([C:30]([NH2:31])=[O:32])=[CH:28][CH:29]=3)=[CH:21][CH:22]=2)[CH2:17][CH2:16]1. The yield is 0.950. (3) The yield is 0.230. The catalyst is CO.C1(C=O)CC1. The product is [NH2:1][C:2]1[N:7]=[CH:6][N:5]=[C:4]2[N:8]([CH2:26][C@H:27]3[CH2:31][CH2:30][CH2:29][N:28]3[C:32]([C:33](=[CH:39][CH:40]3[CH2:42][CH2:41]3)[C:34]#[N:35])=[O:36])[N:9]=[C:10]([C:11]3[CH:16]=[CH:15][C:14]([O:17][C:18]4[C:23]([F:24])=[CH:22][CH:21]=[CH:20][C:19]=4[F:25])=[CH:13][CH:12]=3)[C:3]=12. The reactants are [NH2:1][C:2]1[N:7]=[CH:6][N:5]=[C:4]2[N:8]([CH2:26][C@H:27]3[CH2:31][CH2:30][CH2:29][N:28]3[C:32](=[O:36])[CH2:33][C:34]#[N:35])[N:9]=[C:10]([C:11]3[CH:16]=[CH:15][C:14]([O:17][C:18]4[C:23]([F:24])=[CH:22][CH:21]=[CH:20][C:19]=4[F:25])=[CH:13][CH:12]=3)[C:3]=12.N1[CH2:42][CH2:41][CH2:40][CH2:39]C1. (4) The reactants are C(OC([N:8]1[CH2:13][CH2:12][N:11]([CH2:14][C:15](=[O:47])[NH:16][CH:17]([B:34]2[O:42]C3C(C)(C4CC(C3)C4(C)C)[O:35]2)[CH2:18][C:19]2[CH:24]=[CH:23][CH:22]=[C:21]([C:25]([O:27]C(C)(C)C)=[O:26])[C:20]=2OC)[C:10](=[O:48])[CH2:9]1)=O)(C)(C)C.B(Cl)(Cl)Cl. No catalyst specified. The product is [OH:42][B:34]1[CH:17]([NH:16][C:15](=[O:47])[CH2:14][N:11]2[CH2:12][CH2:13][NH:8][CH2:9][C:10]2=[O:48])[CH2:18][C:19]2[CH:24]=[CH:23][CH:22]=[C:21]([C:25]([OH:27])=[O:26])[C:20]=2[O:35]1. The yield is 0.130. (5) The reactants are [Cl:1][C:2]1[CH:10]=[C:9]2[C:5]([C:6]([C:11](=[O:16])[C:12]([F:15])([F:14])[F:13])=[CH:7][NH:8]2)=[CH:4][CH:3]=1.C(=O)([O-])[O-].[K+].[K+].I[CH:24]([CH3:26])[CH3:25]. The catalyst is CN(C)C=O. The product is [Cl:1][C:2]1[CH:10]=[C:9]2[C:5]([C:6]([C:11](=[O:16])[C:12]([F:13])([F:14])[F:15])=[CH:7][N:8]2[CH:24]([CH3:26])[CH3:25])=[CH:4][CH:3]=1. The yield is 0.830. (6) The reactants are [CH3:1][C:2]1[CH:7]=[CH:6][C:5]([N:8]2[C:12]([CH3:14])([CH3:13])[C:11](=N)[N:10]([C:16]3[CH:23]=[CH:22][C:19]([C:20]#[N:21])=[C:18]([C:24]([F:27])([F:26])[F:25])[CH:17]=3)[C:9]2=[S:28])=[CH:4][CH:3]=1.C[OH:30].O. The catalyst is Cl. The product is [CH3:1][C:2]1[CH:7]=[CH:6][C:5]([N:8]2[C:12]([CH3:14])([CH3:13])[C:11](=[O:30])[N:10]([C:16]3[CH:23]=[CH:22][C:19]([C:20]#[N:21])=[C:18]([C:24]([F:27])([F:26])[F:25])[CH:17]=3)[C:9]2=[S:28])=[CH:4][CH:3]=1. The yield is 0.980. (7) The reactants are FC1C=CC(NC(=O)NC2C=CC(C3C=C4C(=CC=3)C(=O)N([C@@H](C(C)C)C(O)=O)C4)=CC=2)=CC=1.[F:35][C:36]1[CH:41]=[C:40]([F:42])[CH:39]=[CH:38][C:37]=1[NH:43][C:44](=[O:70])[NH:45][C:46]1[CH:51]=[CH:50][C:49]([C:52]2[CH:53]=[C:54]3[C:58](=[CH:59][CH:60]=2)[C:57](=[O:61])[N:56]([C@@H:62]([CH:67]([CH3:69])[CH3:68])[C:63]([O:65]C)=[O:64])[CH2:55]3)=[CH:48][CH:47]=1. No catalyst specified. The product is [F:35][C:36]1[CH:41]=[C:40]([F:42])[CH:39]=[CH:38][C:37]=1[NH:43][C:44](=[O:70])[NH:45][C:46]1[CH:51]=[CH:50][C:49]([C:52]2[CH:53]=[C:54]3[C:58](=[CH:59][CH:60]=2)[C:57](=[O:61])[N:56]([C@@H:62]([CH:67]([CH3:68])[CH3:69])[C:63]([OH:65])=[O:64])[CH2:55]3)=[CH:48][CH:47]=1. The yield is 0.890. (8) The yield is 0.100. The catalyst is C1COCC1. The reactants are [Li]CCCC.[F:6][C:7]([F:20])([F:19])[C:8]1[CH:9]=[C:10]([CH:12]=[C:13]([C:15]([F:18])([F:17])[F:16])[CH:14]=1)[NH2:11].C[O:22][C:23]([C:25]1([CH2:39][O:40][CH2:41][C:42]2[CH:47]=[CH:46][CH:45]=[CH:44][CH:43]=2)[CH2:29][C:28](=[O:30])[N:27]([C:31]2[C:36]([CH3:37])=[CH:35][CH:34]=[CH:33][C:32]=2[CH3:38])[CH2:26]1)=O.CC(O)=O. The product is [F:6][C:7]([F:19])([F:20])[C:8]1[CH:9]=[C:10]([NH:11][C:23]([C:25]2([CH2:39][O:40][CH2:41][C:42]3[CH:47]=[CH:46][CH:45]=[CH:44][CH:43]=3)[CH2:29][C:28](=[O:30])[N:27]([C:31]3[C:32]([CH3:38])=[CH:33][CH:34]=[CH:35][C:36]=3[CH3:37])[CH2:26]2)=[O:22])[CH:12]=[C:13]([C:15]([F:16])([F:17])[F:18])[CH:14]=1.